This data is from Full USPTO retrosynthesis dataset with 1.9M reactions from patents (1976-2016). The task is: Predict the reactants needed to synthesize the given product. (1) Given the product [C:3]([OH:5])([C:2]([F:7])([F:6])[F:1])=[O:4].[CH:10]12[CH2:11][CH:12]3[CH2:13][CH:14]([CH2:15][CH:8]([CH2:17]3)[CH:9]1[NH:18][C:19]([CH:21]1[CH2:25][CH2:24][CH2:23][N:22]1[CH2:27][C:28]1[CH:36]=[CH:35][C:31]([C:32]([OH:34])=[O:33])=[CH:30][CH:29]=1)=[O:20])[CH2:16]2, predict the reactants needed to synthesize it. The reactants are: [F:1][C:2]([F:7])([F:6])[C:3]([OH:5])=[O:4].[CH:8]12[CH2:17][CH:12]3[CH2:13][CH:14]([CH2:16][CH:10]([CH2:11]3)[CH:9]1[NH:18][C:19]([CH:21]1[CH2:25][CH2:24][CH2:23][NH:22]1)=[O:20])[CH2:15]2.Br[CH2:27][C:28]1[CH:36]=[CH:35][C:31]([C:32]([OH:34])=[O:33])=[CH:30][CH:29]=1.CS(C)=O. (2) Given the product [Cl:1][C:2]1[CH:8]=[CH:7][C:5]([NH:6][C:14](=[O:13])[CH2:15][N:10]2[N:32]=[CH:33][CH:34]=[N:30]2)=[CH:4][CH:3]=1, predict the reactants needed to synthesize it. The reactants are: [Cl:1][C:2]1[CH:8]=[CH:7][C:5]([NH2:6])=[CH:4][CH:3]=1.C[N:10]1[CH2:15][CH2:14][O:13]CC1.Cl.CN(C)CCCN=C=NCC.O.O[N:30]1[C:34]2C=CC=C[C:33]=2[N:32]=N1.